This data is from Forward reaction prediction with 1.9M reactions from USPTO patents (1976-2016). The task is: Predict the product of the given reaction. (1) The product is: [F:34][C:35]([F:46])([F:45])[C:36]([NH:24][CH2:23][C@@H:13]1[C@@H:12]([C@@:8]2([CH3:11])[CH2:9][CH2:10][C@H:5]([OH:4])[CH2:6][C@@H:7]2[CH2:25][OH:26])[CH2:20][CH2:19][C@@:18]2([CH3:21])[C@H:14]1[CH2:15][CH2:16][C:17]2=[CH2:22])=[O:37]. Given the reactants C([O:4][C@H:5]1[CH2:10][CH2:9][C@@:8]([C@H:12]2[CH2:20][CH2:19][C@@:18]3([CH3:21])[C@@H:14]([CH2:15][CH2:16][C:17]3=[CH2:22])[C@@H:13]2[CH2:23][NH2:24])([CH3:11])[C@@H:7]([CH2:25][OH:26])[CH2:6]1)(=O)C.CCN(CC)CC.[F:34][C:35]([F:46])([F:45])[C:36](O[C:36](=[O:37])[C:35]([F:46])([F:45])[F:34])=[O:37], predict the reaction product. (2) The product is: [Br:1][C:2]1[N:3]([C:8]2[CH:13]=[C:12]([OH:22])[CH:11]=[C:10]([O:15][CH3:16])[C:9]=2[N+:17]([O-:19])=[O:18])[CH:4]=[C:5]([CH3:7])[N:6]=1. Given the reactants [Br:1][C:2]1[N:3]([C:8]2[CH:13]=[C:12](F)[CH:11]=[C:10]([O:15][CH3:16])[C:9]=2[N+:17]([O-:19])=[O:18])[CH:4]=[C:5]([CH3:7])[N:6]=1.CS(CCO)(=O)=[O:22].[OH-].[K+].[Cl-].[NH4+], predict the reaction product. (3) Given the reactants [Br:1][C:2]1[C:7]([OH:8])=[CH:6][CH:5]=[CH:4][N:3]=1.C(=O)([O-])[O-].[K+].[K+].[CH2:15]([O:17][CH2:18]Cl)[CH3:16], predict the reaction product. The product is: [Br:1][C:2]1[C:7]([O:8][CH2:18][O:17][CH2:15][CH3:16])=[CH:6][CH:5]=[CH:4][N:3]=1.